Task: Predict the product of the given reaction.. Dataset: Forward reaction prediction with 1.9M reactions from USPTO patents (1976-2016) (1) Given the reactants Cl.Cl.Cl.[F:4][C:5]1[CH:29]=[CH:28][CH:27]=[CH:26][C:6]=1[CH2:7][C:8]1[N:12]2[N:13]=[CH:14][CH:15]=[CH:16][C:11]2=[C:10]([C:17]2[N:22]=[C:21]([NH2:23])[C:20]([NH2:24])=[C:19]([NH2:25])[N:18]=2)[N:9]=1.Cl[C:31]([O:33][CH2:34][CH2:35][Cl:36])=[O:32], predict the reaction product. The product is: [NH2:25][C:19]1[C:20]([NH:24][C:31](=[O:32])[O:33][CH2:34][CH2:35][Cl:36])=[C:21]([NH2:23])[N:22]=[C:17]([C:10]2[N:9]=[C:8]([CH2:7][C:6]3[CH:26]=[CH:27][CH:28]=[CH:29][C:5]=3[F:4])[N:12]3[C:11]=2[CH:16]=[CH:15][CH:14]=[N:13]3)[N:18]=1. (2) Given the reactants [CH3:1][S:2][C:3]1[N:8]=[C:7]([N:9]2[CH2:14]C[CH2:12][N:11]3[C:15](=[O:25])[CH:16]=[C:17]([C:19]4[CH:24]=[CH:23][CH:22]=[CH:21][CH:20]=4)[CH:18]=[C:10]23)[CH:6]=[CH:5][N:4]=1.C1(C2C=C3NCCN3C(=O)C=2)C=CC=CC=1.CC(C)([O-])C.[Na+].C1C=CC(P(C2C(C3C(P(C4C=CC=CC=4)C4C=CC=CC=4)=CC=C4C=3C=CC=C4)=C3C(C=CC=C3)=CC=2)C2C=CC=CC=2)=CC=1.ClC1C=CN=C(SC)N=1, predict the reaction product. The product is: [CH3:1][S:2][C:3]1[N:8]=[C:7]([N:9]2[C:10]3=[CH:18][C:17]([C:19]4[CH:20]=[CH:21][CH:22]=[CH:23][CH:24]=4)=[CH:16][C:15](=[O:25])[N:11]3[CH2:12][CH2:14]2)[CH:6]=[CH:5][N:4]=1.